This data is from Catalyst prediction with 721,799 reactions and 888 catalyst types from USPTO. The task is: Predict which catalyst facilitates the given reaction. (1) Reactant: [NH2:1][C:2]1([CH2:5][OH:6])[CH2:4][CH2:3]1.C(N(CC)CC)C.Cl[Si:15]([C:18]([CH3:21])([CH3:20])[CH3:19])([CH3:17])[CH3:16]. Product: [Si:15]([O:6][CH2:5][C:2]1([NH2:1])[CH2:4][CH2:3]1)([C:18]([CH3:21])([CH3:20])[CH3:19])([CH3:17])[CH3:16]. The catalyst class is: 119. (2) Reactant: [H-].[Na+].[CH3:3][O:4][C:5]1[CH:10]=[CH:9][C:8]([SH:11])=[CH:7][CH:6]=1.Cl[C:13]1[CH:18]=[CH:17][C:16]([N+:19]([O-:21])=[O:20])=[CH:15][CH:14]=1. Product: [CH3:3][O:4][C:5]1[CH:10]=[CH:9][C:8]([S:11][C:13]2[CH:18]=[CH:17][C:16]([N+:19]([O-:21])=[O:20])=[CH:15][CH:14]=2)=[CH:7][CH:6]=1. The catalyst class is: 3. (3) Reactant: [O:1]=[C:2]1[C:11]2[CH:12]=[CH:13][S:14][C:10]=2[C:9]2[CH:8]=[CH:7][C:6]([C:15]#[N:16])=[CH:5][C:4]=2[NH:3]1.[Br:17]N1C(=O)CCC1=O.O. Product: [Br:17][C:13]1[S:14][C:10]2[C:9]3[CH:8]=[CH:7][C:6]([C:15]#[N:16])=[CH:5][C:4]=3[NH:3][C:2](=[O:1])[C:11]=2[CH:12]=1. The catalyst class is: 15. (4) Reactant: [Cl:1][C:2]1[CH:3]=[C:4]([OH:13])[CH:5]=[N:6][C:7]=1[O:8][CH2:9][CH:10]([CH3:12])[CH3:11].C(=O)([O-])[O-].[K+].[K+].[F:20][C:21]1[CH:30]=[C:29](F)[C:28]([F:32])=[CH:27][C:22]=1[C:23]([O:25][CH3:26])=[O:24]. Product: [Cl:1][C:2]1[CH:3]=[C:4]([O:13][C:29]2[C:28]([F:32])=[CH:27][C:22]([C:23]([O:25][CH3:26])=[O:24])=[C:21]([F:20])[CH:30]=2)[CH:5]=[N:6][C:7]=1[O:8][CH2:9][CH:10]([CH3:11])[CH3:12]. The catalyst class is: 829. (5) Reactant: [CH2:1]([NH:8][C:9]([C:11]1[S:15][C:14]([C:16]2[NH:17][N:18]=[CH:19][CH:20]=2)=[N:13][C:12]=1[CH3:21])=[O:10])[C:2]1[CH:7]=[CH:6][CH:5]=[CH:4][CH:3]=1.Br[C:23]([C:26]1[CH:31]=[CH:30][CH:29]=[CH:28][CH:27]=1)([CH3:25])[CH3:24].CCCCCCC. Product: [CH2:1]([NH:8][C:9]([C:11]1[S:15][C:14]([C:16]2[CH:20]=[CH:19][N:18]([CH2:24][C@H:23]([C:26]3[CH:31]=[CH:30][CH:29]=[CH:28][CH:27]=3)[CH3:25])[N:17]=2)=[N:13][C:12]=1[CH3:21])=[O:10])[C:2]1[CH:3]=[CH:4][CH:5]=[CH:6][CH:7]=1. The catalyst class is: 32. (6) Reactant: [CH3:1][O:2][C:3](=[O:32])[CH:4]=[C:5]([C:7]1[CH:31]=[CH:30][C:10]2[S:11][CH:12]=[C:13]([C:14]3[CH:19]=[C:18]([CH:20]([CH3:22])[CH3:21])[CH:17]=[C:16]([CH:23]([CH3:25])[CH3:24])[C:15]=3[O:26]COC)[C:9]=2[CH:8]=1)[CH3:6]. Product: [CH3:1][O:2][C:3](=[O:32])[CH:4]=[C:5]([C:7]1[CH:31]=[CH:30][C:10]2[S:11][CH:12]=[C:13]([C:14]3[CH:19]=[C:18]([CH:20]([CH3:22])[CH3:21])[CH:17]=[C:16]([CH:23]([CH3:24])[CH3:25])[C:15]=3[OH:26])[C:9]=2[CH:8]=1)[CH3:6]. The catalyst class is: 240. (7) Reactant: [S:1]1[CH:5]=[CH:4][N:3]=[CH:2]1.[Li]CCCC.[O:11]1[C:15]2([CH2:20][CH2:19][C:18](=[O:21])[CH2:17][CH2:16]2)[O:14][CH2:13][CH2:12]1. Product: [S:1]1[CH:5]=[CH:4][N:3]=[C:2]1[C:18]1([OH:21])[CH2:19][CH2:20][C:15]2([O:14][CH2:13][CH2:12][O:11]2)[CH2:16][CH2:17]1. The catalyst class is: 1.